This data is from Full USPTO retrosynthesis dataset with 1.9M reactions from patents (1976-2016). The task is: Predict the reactants needed to synthesize the given product. Given the product [N:6]1[C:5]2[CH:7]=[CH:8][CH:9]=[CH:10][C:4]=2[NH:3][C:2]=1[NH:24][CH:17]([C:18]1[CH:19]=[CH:20][CH:21]=[CH:22][CH:23]=1)[C:16]1[CH:25]=[CH:26][C:13]([Cl:12])=[CH:14][CH:15]=1, predict the reactants needed to synthesize it. The reactants are: Cl[C:2]1[NH:3][C:4]2[CH:10]=[CH:9][CH:8]=[CH:7][C:5]=2[N:6]=1.Cl.[Cl:12][C:13]1[CH:26]=[CH:25][C:16]([CH:17]([NH2:24])[C:18]2[CH:23]=[CH:22][CH:21]=[CH:20][CH:19]=2)=[CH:15][CH:14]=1.